Dataset: Reaction yield outcomes from USPTO patents with 853,638 reactions. Task: Predict the reaction yield, written as a fraction of the theoretical maximum amount of product (1.0 means a 100% yield; for example, 0.34 means a 34% yield). (1) The reactants are Cl.[CH2:2]([O:9][C:10]([C:12]1[C:20]2[C:15](=[CH:16][CH:17]=[C:18]([CH2:21][NH2:22])[CH:19]=2)[NH:14][C:13]=1[CH3:23])=[O:11])[C:3]1[CH:8]=[CH:7][CH:6]=[CH:5][CH:4]=1.[CH:24](=O)[CH3:25].[C:27](O[BH-](OC(=O)C)OC(=O)C)(=O)[CH3:28].[Na+]. The catalyst is ClC(Cl)C. The product is [CH2:2]([O:9][C:10]([C:12]1[C:20]2[C:15](=[CH:16][CH:17]=[C:18]([CH2:21][N:22]([CH2:24][CH3:25])[CH2:27][CH3:28])[CH:19]=2)[NH:14][C:13]=1[CH3:23])=[O:11])[C:3]1[CH:4]=[CH:5][CH:6]=[CH:7][CH:8]=1. The yield is 0.340. (2) The product is [C:14]([NH:13][C:11]([C:10]1[C:4]2[C:5](=[N:6][CH:7]=[C:2]([NH:36][C:34]3[CH:33]=[CH:32][N:31]=[C:30]([S:27]([CH3:26])(=[O:29])=[O:28])[CH:35]=3)[N:3]=2)[N:8]([CH2:18][O:19][CH2:20][CH2:21][Si:22]([CH3:25])([CH3:24])[CH3:23])[CH:9]=1)=[O:12])([CH3:17])([CH3:16])[CH3:15]. The catalyst is O1CCOCC1.C1C=CC(/C=C/C(/C=C/C2C=CC=CC=2)=O)=CC=1.C1C=CC(/C=C/C(/C=C/C2C=CC=CC=2)=O)=CC=1.C1C=CC(/C=C/C(/C=C/C2C=CC=CC=2)=O)=CC=1.[Pd].[Pd]. The yield is 0.870. The reactants are Br[C:2]1[N:3]=[C:4]2[C:10]([C:11]([NH:13][C:14]([CH3:17])([CH3:16])[CH3:15])=[O:12])=[CH:9][N:8]([CH2:18][O:19][CH2:20][CH2:21][Si:22]([CH3:25])([CH3:24])[CH3:23])[C:5]2=[N:6][CH:7]=1.[CH3:26][S:27]([C:30]1[CH:35]=[C:34]([NH2:36])[CH:33]=[CH:32][N:31]=1)(=[O:29])=[O:28].CC1(C)C2C(=C(P(C3C=CC=CC=3)C3C=CC=CC=3)C=CC=2)OC2C(P(C3C=CC=CC=3)C3C=CC=CC=3)=CC=CC1=2.C(=O)([O-])[O-].[Cs+].[Cs+]. (3) The product is [CH:22]1([NH:29][C:20]2[O:8][CH2:9][C:10]3[CH:15]=[C:14]([N+:16]([O-:18])=[O:17])[CH:13]=[CH:12][C:11]=3[N:19]=2)[CH2:28][CH2:27][CH2:26][CH2:25][CH2:24][CH2:23]1. The reactants are C([Si]([O:8][CH2:9][C:10]1[CH:15]=[C:14]([N+:16]([O-:18])=[O:17])[CH:13]=[CH:12][C:11]=1[N:19]=[C:20]=S)(C)C)(C)(C)C.[CH:22]1([NH2:29])[CH2:28][CH2:27][CH2:26][CH2:25][CH2:24][CH2:23]1. No catalyst specified. The yield is 1.00.